This data is from Reaction yield outcomes from USPTO patents with 853,638 reactions. The task is: Predict the reaction yield, written as a fraction of the theoretical maximum amount of product (1.0 means a 100% yield; for example, 0.34 means a 34% yield). (1) The reactants are [OH:1][C:2]1[CH:7]=[CH:6][C:5]([CH2:8][C:9]#[N:10])=[CH:4][C:3]=1[O:11][CH3:12].P(=O)(O)(O)[OH:14].[Cl:18][C:19]1[CH:26]=[CH:25][C:22]([CH:23]=O)=[CH:21][CH:20]=1. The catalyst is O. The product is [Cl:18][C:19]1[CH:26]=[CH:25][C:22]([CH:23]2[C:6]3[C:5](=[CH:4][C:3]([O:11][CH3:12])=[C:2]([OH:1])[CH:7]=3)[CH2:8][C:9](=[O:14])[NH:10]2)=[CH:21][CH:20]=1. The yield is 0.586. (2) The reactants are [C:1](=[O:45])([O:33][CH2:34][CH2:35][CH2:36][O:37]CC1C=CC=CC=1)[O:2][CH2:3][O:4][C:5]1[C:6](=[O:32])[C:7]([C:20]([NH:22][CH2:23][C:24]2[CH:29]=[CH:28][C:27]([F:30])=[CH:26][C:25]=2[F:31])=[O:21])=[CH:8][N:9]2[C:14]=1[C:13](=[O:15])[N:12]1[C@@H:16]([CH3:19])[CH2:17][O:18][C@@H:11]1[CH2:10]2.C(=O)(OCCCOCC1C=CC=CC=1)OCI.C(=O)([O-])[O-].[K+].[K+]. The catalyst is S([O-])(O)(=O)=O.C([N+](CCCC)(CCCC)CCCC)CCC. The product is [C:1](=[O:45])([O:33][CH2:34][CH2:35][CH2:36][OH:37])[O:2][CH2:3][O:4][C:5]1[C:6](=[O:32])[C:7]([C:20]([NH:22][CH2:23][C:24]2[CH:29]=[CH:28][C:27]([F:30])=[CH:26][C:25]=2[F:31])=[O:21])=[CH:8][N:9]2[C:14]=1[C:13](=[O:15])[N:12]1[C@@H:16]([CH3:19])[CH2:17][O:18][C@@H:11]1[CH2:10]2. The yield is 0.950. (3) The reactants are [CH:1]1([NH:6][C:7]2[CH:12]=[CH:11][N:10]=[C:9]([NH2:13])[N:8]=2)[CH2:5][CH2:4][CH2:3][CH2:2]1.[I:14]N1C(=O)CCC1=O.C([O-])([O-])=O.[Na+].[Na+].S([O-])([O-])=O.[Na+].[Na+]. The catalyst is CN(C=O)C. The product is [CH:1]1([NH:6][C:7]2[C:12]([I:14])=[CH:11][N:10]=[C:9]([NH2:13])[N:8]=2)[CH2:2][CH2:3][CH2:4][CH2:5]1. The yield is 0.730. (4) The reactants are [CH2:1]1[C:4]2([CH2:7][CH:6]([O:8][C:9]3[C:14]([N:15]4[CH2:20][CH2:19][O:18][CH2:17][CH2:16]4)=[CH:13][C:12](Br)=[CH:11][N:10]=3)[CH2:5]2)[CH2:3][O:2]1.[CH3:22][C:23]1[N:28]=[CH:27][C:26]([NH2:29])=[CH:25][C:24]=1B1OC(C)(C)C(C)(C)O1.C(=O)([O-])[O-].[Na+].[Na+]. The catalyst is COCCOC.C1C=CC(P(C2C=CC=CC=2)[C-]2C=CC=C2)=CC=1.C1C=CC(P(C2C=CC=CC=2)[C-]2C=CC=C2)=CC=1.Cl[Pd]Cl.[Fe+2].C(Cl)Cl. The product is [CH2:1]1[C:4]2([CH2:7][CH:6]([O:8][C:9]3[N:10]=[CH:11][C:12]([C:24]4[C:23]([CH3:22])=[N:28][CH:27]=[C:26]([NH2:29])[CH:25]=4)=[CH:13][C:14]=3[N:15]3[CH2:20][CH2:19][O:18][CH2:17][CH2:16]3)[CH2:5]2)[CH2:3][O:2]1. The yield is 0.860.